Predict which catalyst facilitates the given reaction. From a dataset of Catalyst prediction with 721,799 reactions and 888 catalyst types from USPTO. (1) Reactant: Cl[C:2]1[C:11]2[C:10](=[O:12])[N:9]([CH2:13][CH2:14][C:15]3[CH:20]=[CH:19][CH:18]=[CH:17][CH:16]=3)[C:8]([C:21]3[CH:26]=[CH:25][CH:24]=[CH:23][C:22]=3[O:27][CH3:28])=[N:7][C:6]=2[CH:5]=[CH:4][N:3]=1.C[Si](Cl)(C)C.[I-:34].[Na+].[OH-].[Na+]. Product: [I:34][C:2]1[C:11]2[C:10](=[O:12])[N:9]([CH2:13][CH2:14][C:15]3[CH:20]=[CH:19][CH:18]=[CH:17][CH:16]=3)[C:8]([C:21]3[CH:26]=[CH:25][CH:24]=[CH:23][C:22]=3[O:27][CH3:28])=[N:7][C:6]=2[CH:5]=[CH:4][N:3]=1. The catalyst class is: 397. (2) Reactant: [O:1]=[C:2]1[N:6]([C:7]2[CH:8]=[CH:9][C:10]3[C:16](=O)[CH:15]([C:18](=O)[C:19]4[CH:24]=[CH:23][C:22]([O:25][C:26]([F:29])([F:28])[F:27])=[CH:21][CH:20]=4)[CH2:14][CH2:13][CH2:12][C:11]=3[CH:31]=2)[CH2:5][C@H:4]([CH2:32][NH:33][C:34](=[O:36])[CH3:35])[O:3]1.O.[NH2:38][NH2:39]. Product: [O:1]=[C:2]1[N:6]([C:7]2[CH:8]=[CH:9][C:10]3[C:16]4[NH:38][N:39]=[C:18]([C:19]5[CH:24]=[CH:23][C:22]([O:25][C:26]([F:29])([F:28])[F:27])=[CH:21][CH:20]=5)[C:15]=4[CH2:14][CH2:13][CH2:12][C:11]=3[CH:31]=2)[CH2:5][C@H:4]([CH2:32][NH:33][C:34](=[O:36])[CH3:35])[O:3]1. The catalyst class is: 8. (3) Reactant: Br[CH2:2][C:3]1[CH:8]=[CH:7][C:6]([CH2:9][C:10]([OH:12])=[O:11])=[CH:5][CH:4]=1.C1N2CN3CN(C2)CN1C3.Cl.C(Cl)Cl.C([OH:29])C. Product: [CH:2]([C:3]1[CH:8]=[CH:7][C:6]([CH2:9][C:10]([OH:12])=[O:11])=[CH:5][CH:4]=1)=[O:29]. The catalyst class is: 6. (4) Reactant: Cl.C1C2C(COC([N:19]3[CH2:24][C@@H:23]([C:25](=[O:44])[N:26]([CH:41]4[CH2:43][CH2:42]4)[CH2:27][C:28]4[CH:33]=[CH:32][C:31]([CH3:34])=[C:30]([O:35][CH2:36][CH2:37][CH2:38][O:39][CH3:40])[CH:29]=4)[CH2:22][C@@H:21]([NH2:45])[CH2:20]3)=O)C3C(=CC=CC=3)C=2C=CC=1.[CH:46]1([C:50](Cl)=[O:51])[CH2:49][CH2:48][CH2:47]1. Product: [CH:41]1([N:26]([CH2:27][C:28]2[CH:33]=[CH:32][C:31]([CH3:34])=[C:30]([O:35][CH2:36][CH2:37][CH2:38][O:39][CH3:40])[CH:29]=2)[C:25]([C@H:23]2[CH2:22][C@@H:21]([NH:45][C:50]([CH:46]3[CH2:49][CH2:48][CH2:47]3)=[O:51])[CH2:20][NH:19][CH2:24]2)=[O:44])[CH2:43][CH2:42]1. The catalyst class is: 23. (5) Reactant: Cl[C:2]1C=C(C=CC=1)C(OO)=O.CS[C:14]1[CH:15]=[CH:16][C:17]([N:20]2[C:24]([C:25]3[CH:30]=[CH:29][CH:28]=[CH:27][CH:26]=3)=[CH:23][N:22]=[CH:21]2)=[N:18][CH:19]=1.[O-:31][S:32]([O-:35])(=S)=O.[Na+].[Na+]. Product: [CH3:2][S:32]([C:14]1[CH:15]=[CH:16][C:17]([N:20]2[C:24]([C:25]3[CH:30]=[CH:29][CH:28]=[CH:27][CH:26]=3)=[CH:23][N:22]=[CH:21]2)=[N:18][CH:19]=1)(=[O:35])=[O:31]. The catalyst class is: 4. (6) Reactant: [ClH:1].[CH3:2][O:3][C:4]1[CH:5]=[C:6]2[C:9](=[CH:10][C:11]=1[O:12][CH3:13])[C@@H:8]([CH2:14][NH:15][CH2:16][CH2:17][C:18]([N:20]1[CH2:26][CH2:25][C:24]3[CH:27]=[C:28]([O:33][CH3:34])[C:29]([O:31][CH3:32])=[CH:30][C:23]=3[CH2:22][CH2:21]1)=[O:19])[CH2:7]2.[O:35]1CC(O)O[CH2:37][CH:36]1O.C(O[BH-](OC(=O)C)OC(=O)C)(=O)C.[Na+].[OH-].[Na+]. Product: [ClH:1].[CH3:2][O:3][C:4]1[CH:5]=[C:6]2[C:9](=[CH:10][C:11]=1[O:12][CH3:13])[C@@H:8]([CH2:14][N:15]([CH2:16][CH2:17][C:18]([N:20]1[CH2:21][CH2:22][C:23]3[CH:30]=[C:29]([O:31][CH3:32])[C:28]([O:33][CH3:34])=[CH:27][C:24]=3[CH2:25][CH2:26]1)=[O:19])[CH2:37][CH2:36][OH:35])[CH2:7]2. The catalyst class is: 2. (7) Product: [F:20][C:9]([F:21])([C:8]1[C:6]2=[N:7][C:2]([C:36]3[CH:40]=[N:39][N:34]([CH3:29])[CH:35]=3)=[CH:3][CH:4]=[C:5]2[O:51][N:49]=1)[C:10]1[CH:11]=[C:12]2[C:17](=[CH:18][CH:19]=1)[N:16]=[CH:15][CH:14]=[CH:13]2. Reactant: Cl[C:2]1[N:7]=[C:6]([C:8](=O)[C:9]([F:21])([F:20])[C:10]2[CH:11]=[C:12]3[C:17](=[CH:18][CH:19]=2)[N:16]=[CH:15][CH:14]=[CH:13]3)[C:5](F)=[CH:4][CH:3]=1.C([Li])CCC.[CH2:29]1[N:34]2[CH2:35][CH2:36][N:34]([CH2:35][CH2:36]2)[CH2:29]1.ClC1C=CC(F)=[CH:40][N:39]=1.FC(F)(C1C=C2C(=CC=1)N=CC=C2)C([N:49]([O:51]C)C)=O. The catalyst class is: 28. (8) Reactant: C[O:2][C:3]([CH:5]([CH2:10][CH2:11][CH2:12][CH2:13][CH2:14][CH2:15][O:16][C:17]1[CH:22]=[CH:21][C:20]([N+:23]([O-])=O)=[CH:19][CH:18]=1)[C:6](OC)=[O:7])=O.[Li+].[BH4-].CO. Product: [NH2:23][C:20]1[CH:19]=[CH:18][C:17]([O:16][CH2:15][CH2:14][CH2:13][CH2:12][CH2:11][CH2:10][CH:5]([CH2:3][OH:2])[CH2:6][OH:7])=[CH:22][CH:21]=1. The catalyst class is: 1. (9) Reactant: [NH2:1][C:2]1[C:3]([C:14]([O:16]C)=O)=[N:4][C:5]([C:8]2[CH:9]=[N:10][CH:11]=[CH:12][CH:13]=2)=[CH:6][N:7]=1.[NH2:18][NH2:19].CO. Product: [NH2:1][C:2]1[C:3]([C:14]([NH:18][NH2:19])=[O:16])=[N:4][C:5]([C:8]2[CH:9]=[N:10][CH:11]=[CH:12][CH:13]=2)=[CH:6][N:7]=1. The catalyst class is: 6. (10) Reactant: [CH3:1][C:2]1([CH3:42])[CH2:6][C:5]2([CH2:11][CH2:10][CH2:9][N:8]([CH:12]3[CH2:17][CH2:16][N:15]([C:18]([C:20]4[C:29]5[C:24](=[CH:25][CH:26]=[CH:27][CH:28]=5)[N:23]=[C:22]([N:30]5[CH2:35][CH2:34][CH:33]([C:36]([O:38][CH2:39]C)=[O:37])[CH2:32][CH2:31]5)[CH:21]=4)=[O:19])[CH2:14][CH2:13]3)[CH2:7]2)[C:4](=[O:41])[O:3]1.[OH-].[Na+]. Product: [CH3:1][C:2]1([CH3:42])[CH2:6][C:5]2([CH2:11][CH2:10][CH2:9][N:8]([CH:12]3[CH2:13][CH2:14][N:15]([C:18]([C:20]4[C:29]5[C:24](=[CH:25][CH:26]=[CH:27][CH:28]=5)[N:23]=[C:22]([N:30]5[CH2:35][CH2:34][CH:33]([C:36]([O:38][CH3:39])=[O:37])[CH2:32][CH2:31]5)[CH:21]=4)=[O:19])[CH2:16][CH2:17]3)[CH2:7]2)[C:4](=[O:41])[O:3]1. The catalyst class is: 5.